From a dataset of Reaction yield outcomes from USPTO patents with 853,638 reactions. Predict the reaction yield, written as a fraction of the theoretical maximum amount of product (1.0 means a 100% yield; for example, 0.34 means a 34% yield). (1) The reactants are [C:1]([O:5][CH3:6])(=[O:4])[CH2:2][OH:3].[CH2:7](Br)[C:8]1[CH:13]=[CH:12][CH:11]=[CH:10][CH:9]=1. The catalyst is C(OCC)C.[Ag-]=O. The product is [CH3:6][O:5][C:1](=[O:4])[CH2:2][O:3][CH2:7][C:8]1[CH:13]=[CH:12][CH:11]=[CH:10][CH:9]=1. The yield is 0.700. (2) The reactants are [CH2:1]([O:3][C:4]([C:6]1[CH:7]=[C:8]2[C:13](=[CH:14][CH:15]=1)[NH:12][CH:11]([C:16]1[CH:21]=[CH:20][C:19]([F:22])=[C:18]([Cl:23])[CH:17]=1)[C:10]([CH3:25])([CH3:24])[CH:9]2O)=[O:5])[CH3:2].C([SiH](CC)CC)C.FC(F)(F)C(O)=O. No catalyst specified. The product is [CH2:1]([O:3][C:4]([C:6]1[CH:7]=[C:8]2[C:13](=[CH:14][CH:15]=1)[NH:12][CH:11]([C:16]1[CH:21]=[CH:20][C:19]([F:22])=[C:18]([Cl:23])[CH:17]=1)[C:10]([CH3:24])([CH3:25])[CH2:9]2)=[O:5])[CH3:2]. The yield is 0.500. (3) The reactants are [C:1]([OH:8])(=[O:7])/[CH:2]=[CH:3]\[C:4]([OH:6])=[O:5].[Cl:9][C:10]1[C:11]([F:40])=[C:12]([CH:37]=[CH:38][CH:39]=1)[NH:13][C:14]1[C:23]2[C:18](=[CH:19][C:20]([O:35][CH3:36])=[C:21]([O:24][CH:25]3[CH2:30][CH2:29][N:28]([C:31](=[O:34])[CH2:32][OH:33])[CH2:27][CH2:26]3)[CH:22]=2)[N:17]=[CH:16][N:15]=1. The catalyst is O. The product is [C:1]([OH:8])(=[O:7])/[CH:2]=[CH:3]\[C:4]([OH:6])=[O:5].[Cl:9][C:10]1[C:11]([F:40])=[C:12]([CH:37]=[CH:38][CH:39]=1)[NH:13][C:14]1[C:23]2[C:18](=[CH:19][C:20]([O:35][CH3:36])=[C:21]([O:24][CH:25]3[CH2:30][CH2:29][N:28]([C:31](=[O:34])[CH2:32][OH:33])[CH2:27][CH2:26]3)[CH:22]=2)[N:17]=[CH:16][N:15]=1. The yield is 0.523. (4) The reactants are [CH3:1][NH2:2].C1COCC1.[F:8][C:9]1[CH:14]=[CH:13][C:12]([CH2:15][C:16](Cl)=[O:17])=[CH:11][CH:10]=1. The catalyst is O. The product is [F:8][C:9]1[CH:14]=[CH:13][C:12]([CH2:15][C:16]([NH:2][CH3:1])=[O:17])=[CH:11][CH:10]=1. The yield is 0.980. (5) The yield is 0.380. The catalyst is C1COCC1. The reactants are [Li]CCCC.Br[C:7]1[CH:8]=[C:9]2[C:15]([C:16]3[CH:21]=[CH:20][CH:19]=[CH:18][C:17]=3[O:22][CH3:23])=[CH:14][N:13](S(C3C=CC(C)=CC=3)(=O)=O)[C:10]2=[N:11][CH:12]=1.[CH3:34][O:35][C:36]1[CH:37]=[C:38]([CH:41]=[C:42]([O:46][CH3:47])[C:43]=1[O:44][CH3:45])[CH:39]=[O:40]. The product is [CH3:23][O:22][C:17]1[CH:18]=[CH:19][CH:20]=[CH:21][C:16]=1[C:15]1[C:9]2[C:10](=[N:11][CH:12]=[C:7]([CH:39]([C:38]3[CH:41]=[C:42]([O:46][CH3:47])[C:43]([O:44][CH3:45])=[C:36]([O:35][CH3:34])[CH:37]=3)[OH:40])[CH:8]=2)[NH:13][CH:14]=1.